This data is from Full USPTO retrosynthesis dataset with 1.9M reactions from patents (1976-2016). The task is: Predict the reactants needed to synthesize the given product. (1) Given the product [CH3:23][C:24]1[CH:29]=[C:28]([C:30]2[CH:35]=[CH:34][C:33]([NH:36][C:1](=[O:12])[O:2][C:3]3[CH:8]=[CH:7][C:6]([N+:9]([O-:11])=[O:10])=[CH:5][CH:4]=3)=[CH:32][CH:31]=2)[CH:27]=[CH:26][N:25]=1, predict the reactants needed to synthesize it. The reactants are: [C:1](Cl)(=[O:12])[O:2][C:3]1[CH:8]=[CH:7][C:6]([N+:9]([O-:11])=[O:10])=[CH:5][CH:4]=1.CCN(C(C)C)C(C)C.[CH3:23][C:24]1[CH:29]=[C:28]([C:30]2[CH:35]=[CH:34][C:33]([NH2:36])=[CH:32][CH:31]=2)[CH:27]=[CH:26][N:25]=1. (2) Given the product [CH3:18][C:17]1[C:12]([O:1][C:2]2[CH:6]=[C:5]([C:7]([F:10])([F:9])[F:8])[S:4][CH:3]=2)=[N:13][C:14]([N:19]2[CH:23]=[CH:22][C:21]([C:24]([F:26])([F:25])[F:27])=[N:20]2)=[CH:15][CH:16]=1, predict the reactants needed to synthesize it. The reactants are: [OH:1][C:2]1[CH:6]=[C:5]([C:7]([F:10])([F:9])[F:8])[S:4][CH:3]=1.Cl[C:12]1[C:17]([CH3:18])=[CH:16][CH:15]=[C:14]([N:19]2[CH:23]=[CH:22][C:21]([C:24]([F:27])([F:26])[F:25])=[N:20]2)[N:13]=1.C(=O)([O-])[O-].[K+].[K+].CO.O. (3) Given the product [Cl:2][C:3]1[CH:17]=[CH:16][C:6]([CH2:7][NH2:8])=[CH:5][C:4]=1[NH:18][C:19]1[N:23]([CH3:24])[C:22]2[CH:25]=[C:26]([N:30]3[CH2:35][CH2:34][CH2:33][CH:32]([C:36]([F:38])([F:37])[F:39])[CH2:31]3)[C:27]([Cl:29])=[CH:28][C:21]=2[N:20]=1, predict the reactants needed to synthesize it. The reactants are: Cl.[Cl:2][C:3]1[CH:17]=[CH:16][C:6]([CH2:7][NH:8]C(=O)OC(C)(C)C)=[CH:5][C:4]=1[NH:18][C:19]1[N:23]([CH3:24])[C:22]2[CH:25]=[C:26]([N:30]3[CH2:35][CH2:34][CH2:33][CH:32]([C:36]([F:39])([F:38])[F:37])[CH2:31]3)[C:27]([Cl:29])=[CH:28][C:21]=2[N:20]=1. (4) The reactants are: [Cl:1][C:2]1[CH:3]=[C:4](I)[C:5]([NH2:8])=[N:6][CH:7]=1.[CH2:10]([Si:12]([CH2:20][CH3:21])([CH2:18][CH3:19])[C:13]#[C:14][CH2:15][CH2:16][OH:17])[CH3:11].[Cl-].[Li+].C(=O)([O-])[O-].[Na+].[Na+]. Given the product [Cl:1][C:2]1[CH:3]=[C:4]2[C:14]([CH2:15][CH2:16][OH:17])=[C:13]([Si:12]([CH2:20][CH3:21])([CH2:10][CH3:11])[CH2:18][CH3:19])[NH:8][C:5]2=[N:6][CH:7]=1, predict the reactants needed to synthesize it. (5) Given the product [ClH:16].[Cl:16][C:13]1[CH:14]=[CH:15][C:10]([C@@H:9]2[O:8][CH2:7][CH2:6][NH:5][CH2:4][C@H:3]2[CH2:2][NH:1][C:28](=[O:29])[CH2:27][N:26]([CH3:25])[C:31]([C:33]2[CH:38]=[CH:37][CH:36]=[CH:35][N:34]=2)=[O:32])=[CH:11][C:12]=1[F:17], predict the reactants needed to synthesize it. The reactants are: [NH2:1][CH2:2][C@H:3]1[C@H:9]([C:10]2[CH:15]=[CH:14][C:13]([Cl:16])=[C:12]([F:17])[CH:11]=2)[O:8][CH2:7][CH2:6][N:5](C(OC(C)(C)C)=O)[CH2:4]1.[CH3:25][N:26]([C:31]([C:33]1[CH:38]=[CH:37][CH:36]=[CH:35][N:34]=1)=[O:32])[CH2:27][C:28](O)=[O:29]. (6) Given the product [C:25]([C:27]1[C:28]([O:43][CH:44]([CH3:46])[CH3:45])=[CH:29][C:30]([NH:33][C:34]([N:7]2[C:6]3[C:11](=[CH:12][C:13]([CH2:14][N:15]4[CH2:20][CH2:19][N:18]([CH3:21])[CH2:17][C:16]4=[O:22])=[C:4]([CH:3]([O:23][CH3:24])[O:2][CH3:1])[N:5]=3)[CH2:10][CH2:9][CH2:8]2)=[O:35])=[N:31][CH:32]=1)#[N:26], predict the reactants needed to synthesize it. The reactants are: [CH3:1][O:2][CH:3]([O:23][CH3:24])[C:4]1[C:13]([CH2:14][N:15]2[CH2:20][CH2:19][N:18]([CH3:21])[CH2:17][C:16]2=[O:22])=[CH:12][C:11]2[CH2:10][CH2:9][CH2:8][NH:7][C:6]=2[N:5]=1.[C:25]([C:27]1[C:28]([O:43][CH:44]([CH3:46])[CH3:45])=[CH:29][C:30]([NH:33][C:34](=O)[O:35]C2C=CC=CC=2)=[N:31][CH:32]=1)#[N:26]. (7) Given the product [S:1]1[C:2]2=[CH:8][N:20]=[C:16]([C:17](=[O:19])[CH3:18])[CH:6]=[C:3]2[CH:4]=[CH:5]1, predict the reactants needed to synthesize it. The reactants are: [S:1]1[CH:5]=[CH:4][C:3]([CH:6]=O)=[C:2]1[CH:8]=O.COP([CH:16]([NH:20]C(=O)C)[C:17](=[O:19])[CH3:18])(=O)OC.N12CCCN=C1CCCCC2. (8) Given the product [CH3:25][O:24][C:21]1[CH:22]=[C:23]2[C:18](=[CH:19][C:20]=1[O:26][CH3:27])[N:17]=[CH:16][N:15]=[C:14]2[N:11]1[CH2:12][CH2:13][N:8]([C:5]2[N:4]=[CH:3][C:2]([NH:28][C:29]3[CH:34]=[CH:33][CH:32]=[CH:31][CH:30]=3)=[CH:7][N:6]=2)[CH2:9][CH2:10]1, predict the reactants needed to synthesize it. The reactants are: Br[C:2]1[CH:3]=[N:4][C:5]([N:8]2[CH2:13][CH2:12][N:11]([C:14]3[C:23]4[C:18](=[CH:19][C:20]([O:26][CH3:27])=[C:21]([O:24][CH3:25])[CH:22]=4)[N:17]=[CH:16][N:15]=3)[CH2:10][CH2:9]2)=[N:6][CH:7]=1.[NH2:28][C:29]1[CH:34]=[CH:33][CH:32]=[CH:31][CH:30]=1.C(=O)([O-])[O-].[K+].[K+].N#N. (9) The reactants are: Cl.Cl.CO[C:5]1[CH:22]=[CH:21][C:8]([C:9]2[CH:14]=[CH:13][C:12]([C@H:15]3[CH2:20][NH:19][CH2:18][CH2:17][NH:16]3)=[CH:11][CH:10]=2)=[CH:7][CH:6]=1.C(N(CC)CC)C.Cl[C:31]1[N:36]([CH3:37])[C:35](=[O:38])[CH:34]=[C:33]([C:39]2[CH:44]=[CH:43][N:42]=[CH:41][CH:40]=2)[N:32]=1.[O:45]1CCC[CH2:46]1. Given the product [CH3:46][O:45][C:12]1([C@H:15]2[NH:16][CH2:17][CH2:18][N:19]([C:31]3[N:36]([CH3:37])[C:35](=[O:38])[CH:34]=[C:33]([C:39]4[CH:44]=[CH:43][N:42]=[CH:41][CH:40]=4)[N:32]=3)[CH2:20]2)[CH:11]=[CH:10][C:9]([C:8]2[CH:7]=[CH:6][CH:5]=[CH:22][CH:21]=2)=[CH:14][CH2:13]1, predict the reactants needed to synthesize it. (10) Given the product [N:3]1[C:2]2[NH:9][C:10]3[C:15]([C:7]=2[CH:6]=[CH:5][CH:4]=1)=[CH:14][CH:13]=[CH:12][CH:11]=3, predict the reactants needed to synthesize it. The reactants are: Cl[C:2]1[C:7](Cl)=[CH:6][CH:5]=[CH:4][N:3]=1.[NH2:9][C:10]1[CH:15]=[CH:14][CH:13]=[CH:12][CH:11]=1.CC(C)([O-])C.[Na+].C1(P(C2C=CC=CC=2)C2C=CC=CC=2)C=CC=CC=1.C(P(C(C)(C)C)C(C)(C)C)(C)(C)C.C1CCN2C(=NCCC2)CC1.